Dataset: Forward reaction prediction with 1.9M reactions from USPTO patents (1976-2016). Task: Predict the product of the given reaction. (1) Given the reactants O.[NH2:2][NH2:3].[C:4]([O:8][C:9]([NH:11][CH2:12][C@H:13]1[CH2:18][CH2:17][C@H:16]([C:19]2[CH:24]=[CH:23][C:22]([NH:25][C:26](=[O:31])[C:27]([O:29]C)=O)=[CH:21][CH:20]=2)[CH2:15][CH2:14]1)=[O:10])([CH3:7])([CH3:6])[CH3:5], predict the reaction product. The product is: [NH:2]([C:27](=[O:29])[C:26]([NH:25][C:22]1[CH:21]=[CH:20][C:19]([C@H:16]2[CH2:17][CH2:18][C@H:13]([CH2:12][NH:11][C:9](=[O:10])[O:8][C:4]([CH3:6])([CH3:7])[CH3:5])[CH2:14][CH2:15]2)=[CH:24][CH:23]=1)=[O:31])[NH2:3]. (2) Given the reactants [CH3:1][O:2][C:3](=[O:21])[C@H:4]([CH2:13][C:14]1[CH:19]=[CH:18][C:17]([OH:20])=[CH:16][CH:15]=1)[NH:5][C:6]([O:8][C:9]([CH3:12])([CH3:11])[CH3:10])=[O:7].C(=O)([O-])[O-].[K+].[K+].Br[CH2:29][CH2:30][CH:31]=[CH2:32], predict the reaction product. The product is: [CH3:1][O:2][C:3](=[O:21])[C@@H:4]([NH:5][C:6]([O:8][C:9]([CH3:12])([CH3:10])[CH3:11])=[O:7])[CH2:13][C:14]1[CH:19]=[CH:18][C:17]([O:20][CH2:32][CH2:31][CH:30]=[CH2:29])=[CH:16][CH:15]=1. (3) Given the reactants C([O:8][C:9](=[O:25])[C@@H:10]([NH:17][C:18]([O:20][C:21]([CH3:24])([CH3:23])[CH3:22])=[O:19])[CH2:11][C:12]1[S:13][CH:14]=[CH:15][N:16]=1)C1C=CC=CC=1.O1CCCC1.[OH-].[Li+].C(O)(=O)CC(CC(O)=O)(C(O)=O)O, predict the reaction product. The product is: [C:21]([O:20][C:18]([NH:17][C@@H:10]([CH2:11][C:12]1[S:13][CH:14]=[CH:15][N:16]=1)[C:9]([OH:25])=[O:8])=[O:19])([CH3:24])([CH3:22])[CH3:23]. (4) The product is: [CH3:1][O:2][C:3](=[O:41])[N:4]=[C:5]([S:39][CH3:40])[C:6]([C:20]1[CH:25]=[CH:24][C:23]([O:26][CH3:27])=[C:22]([OH:28])[CH:21]=1)=[N:7][C:8]1[CH:13]=[CH:12][C:11]([C:14]2[N:18]=[C:17]([CH3:19])[O:16][N:15]=2)=[CH:10][CH:9]=1. Given the reactants [CH3:1][O:2][C:3](=[O:41])[N:4]=[C:5]([S:39][CH3:40])[C:6]([C:20]1[CH:25]=[CH:24][C:23]([O:26][CH3:27])=[C:22]([O:28][Si](C(C)C)(C(C)C)C(C)C)[CH:21]=1)=[N:7][C:8]1[CH:13]=[CH:12][C:11]([C:14]2[N:18]=[C:17]([CH3:19])[O:16][N:15]=2)=[CH:10][CH:9]=1.[Cl-].[NH4+].C(OCC)(=O)C, predict the reaction product. (5) Given the reactants [Br:1][C:2]1[CH:7]=[CH:6][C:5]([C:8]2[CH:9]=[N:10][NH:11][C:12]=2[NH2:13])=[CH:4][CH:3]=1.[O:14]1[CH2:19][CH2:18][O:17][C:16]2[CH:20]=[C:21]([C:24](=O)[CH2:25][C:26](OCC)=[O:27])[CH:22]=[CH:23][C:15]1=2, predict the reaction product. The product is: [Br:1][C:2]1[CH:3]=[CH:4][C:5]([C:8]2[CH:9]=[N:10][N:11]3[C:26](=[O:27])[CH:25]=[C:24]([C:21]4[CH:22]=[CH:23][C:15]5[O:14][CH2:19][CH2:18][O:17][C:16]=5[CH:20]=4)[NH:13][C:12]=23)=[CH:6][CH:7]=1.